This data is from Catalyst prediction with 721,799 reactions and 888 catalyst types from USPTO. The task is: Predict which catalyst facilitates the given reaction. (1) Reactant: [N:1]1[N:2]=[C:3]([C:10]2[CH:19]=[CH:18][C:17]3[C:12](=[C:13]([O:20][C@H:21]4[CH2:26][CH2:25][N:24](C(OC(C)(C)C)=O)[C@H:23]([CH2:34][O:35][CH3:36])[CH2:22]4)[CH:14]=[CH:15][CH:16]=3)[N:11]=2)[N:4]2[CH:9]=[CH:8][CH:7]=[CH:6][C:5]=12.Cl. Product: [N:1]1[N:2]=[C:3]([C:10]2[CH:19]=[CH:18][C:17]3[C:12](=[C:13]([O:20][C@H:21]4[CH2:26][CH2:25][NH:24][C@H:23]([CH2:34][O:35][CH3:36])[CH2:22]4)[CH:14]=[CH:15][CH:16]=3)[N:11]=2)[N:4]2[CH:9]=[CH:8][CH:7]=[CH:6][C:5]=12. The catalyst class is: 22. (2) Reactant: [Cl:1][C:2]1[CH:3]=[C:4]([NH:8][C:9]2[CH:14]=[C:13]([NH:15][CH:16]3[CH2:21][CH2:20][NH:19][CH2:18][CH2:17]3)[N:12]3[N:22]=[CH:23][C:24]([CH:25]=[C:26]4[NH:30][C:29](=[O:31])[NH:28][C:27]4=[O:32])=[C:11]3[N:10]=2)[CH:5]=[CH:6][CH:7]=1.[CH:33]1([C:36](Cl)=[O:37])[CH2:35][CH2:34]1. Product: [Cl:1][C:2]1[CH:3]=[C:4]([NH:8][C:9]2[CH:14]=[C:13]([NH:15][CH:16]3[CH2:21][CH2:20][N:19]([C:36]([CH:33]4[CH2:35][CH2:34]4)=[O:37])[CH2:18][CH2:17]3)[N:12]3[N:22]=[CH:23][C:24]([CH:25]=[C:26]4[NH:30][C:29](=[O:31])[NH:28][C:27]4=[O:32])=[C:11]3[N:10]=2)[CH:5]=[CH:6][CH:7]=1. The catalyst class is: 1. (3) Reactant: [CH:1]([C:3]1[CH:10]=[CH:9][C:6]([C:7]#[N:8])=[CH:5][C:4]=1[O:11][CH3:12])=O.[CH3:13][C:14]1[N:15]=[C:16]([CH2:19][C:20]([CH3:22])=[O:21])[S:17][CH:18]=1.N1CCCCC1.C(O)(=O)C. Product: [CH3:12][O:11][C:4]1[CH:5]=[C:6]([CH:9]=[CH:10][C:3]=1[CH:1]=[C:19]([C:16]1[S:17][CH:18]=[C:14]([CH3:13])[N:15]=1)[C:20](=[O:21])[CH3:22])[C:7]#[N:8]. The catalyst class is: 4. (4) The catalyst class is: 22. Reactant: [Cl:1][C:2]1[S:6][C:5]([C:7]([OH:9])=O)=[CH:4][C:3]=1[C:10]1[N:14]([CH3:15])[N:13]=[CH:12][C:11]=1[Cl:16].[NH2:17][C@@H:18]([CH2:31][C:32]1[CH:37]=[CH:36][C:35]([F:38])=[CH:34][CH:33]=1)[CH2:19][N:20]1[C:28](=[O:29])[C:27]2[C:22](=[CH:23][CH:24]=[CH:25][CH:26]=2)[C:21]1=[O:30].CC(OC(N[C@H](C(O)=O)CC1C=CC=CC=1C(F)(F)F)=O)(C)C.C1CN([P+](Br)(N2CCCC2)N2CCCC2)CC1.F[P-](F)(F)(F)(F)F.CCN(C(C)C)C(C)C. Product: [Cl:1][C:2]1[S:6][C:5]([C:7]([NH:17][C@@H:18]([CH2:31][C:32]2[CH:33]=[CH:34][C:35]([F:38])=[CH:36][CH:37]=2)[CH2:19][N:20]2[C:28](=[O:29])[C:27]3[C:22](=[CH:23][CH:24]=[CH:25][CH:26]=3)[C:21]2=[O:30])=[O:9])=[CH:4][C:3]=1[C:10]1[N:14]([CH3:15])[N:13]=[CH:12][C:11]=1[Cl:16]. (5) Reactant: Br[C:2]1[C:10]2[C:5](=[N:6][CH:7]=[C:8]([F:11])[CH:9]=2)[N:4]([C:12]([C:25]2[CH:30]=[CH:29][CH:28]=[CH:27][CH:26]=2)([C:19]2[CH:24]=[CH:23][CH:22]=[CH:21][CH:20]=2)[C:13]2[CH:18]=[CH:17][CH:16]=[CH:15][CH:14]=2)[N:3]=1.CC([O-])=O.[K+].[CH3:36][C:37]1([CH3:53])[C:41]([CH3:43])([CH3:42])[O:40][B:39]([B:39]2[O:40][C:41]([CH3:43])([CH3:42])[C:37]([CH3:53])([CH3:36])[O:38]2)[O:38]1. Product: [F:11][C:8]1[CH:9]=[C:10]2[C:2]([B:39]3[O:40][C:41]([CH3:43])([CH3:42])[C:37]([CH3:53])([CH3:36])[O:38]3)=[N:3][N:4]([C:12]([C:25]3[CH:30]=[CH:29][CH:28]=[CH:27][CH:26]=3)([C:19]3[CH:24]=[CH:23][CH:22]=[CH:21][CH:20]=3)[C:13]3[CH:18]=[CH:17][CH:16]=[CH:15][CH:14]=3)[C:5]2=[N:6][CH:7]=1. The catalyst class is: 151. (6) Reactant: [CH3:1][N:2]1[CH2:7][CH2:6][O:5][CH2:4][CH2:3]1.[Cl:8][C:9]([O:11][CH2:12][CH:13]([CH3:15])[CH3:14])=[O:10].Cl.O. Product: [Cl:8][C:9]([O:11][CH2:12][CH:13]([CH3:15])[CH3:14])=[O:10].[CH3:1][N:2]1[CH2:7][CH2:6][O:5][CH2:4][CH2:3]1. The catalyst class is: 2. (7) Reactant: Cl.Cl.[CH2:3]([N:10]([CH2:31][CH2:32][N:33]([CH3:35])[CH3:34])[C:11]([CH2:13][N:14]([C:21]1[CH:22]=[CH:23][CH:24]=[C:25]2[C:30]=1[CH2:29][NH:28][CH2:27][CH2:26]2)[C:15](=[O:20])[C:16]([F:19])([F:18])[F:17])=[O:12])[C:4]1[CH:9]=[CH:8][CH:7]=[CH:6][CH:5]=1.[CH:36](=O)[CH3:37].[BH3-]C#N.[Na+].C([O-])(O)=O.[Na+]. Product: [CH2:3]([N:10]([CH2:31][CH2:32][N:33]([CH3:35])[CH3:34])[C:11]([CH2:13][N:14]([C:21]1[CH:22]=[CH:23][CH:24]=[C:25]2[C:30]=1[CH2:29][N:28]([CH2:36][CH3:37])[CH2:27][CH2:26]2)[C:15](=[O:20])[C:16]([F:17])([F:18])[F:19])=[O:12])[C:4]1[CH:9]=[CH:8][CH:7]=[CH:6][CH:5]=1. The catalyst class is: 24. (8) The catalyst class is: 1. Product: [NH2:4][C:5]1[N:10]=[CH:9][C:8]([C:11]2[CH:12]=[C:13]([S:17]([NH:3][CH2:1][CH3:2])(=[O:19])=[O:18])[CH:14]=[CH:15][CH:16]=2)=[CH:7][C:6]=1[C:21]1[O:22][C:23]2[CH:29]=[CH:28][CH:27]=[CH:26][C:24]=2[N:25]=1. Reactant: [CH2:1]([NH2:3])[CH3:2].[NH2:4][C:5]1[N:10]=[CH:9][C:8]([C:11]2[CH:12]=[C:13]([S:17](Cl)(=[O:19])=[O:18])[CH:14]=[CH:15][CH:16]=2)=[CH:7][C:6]=1[C:21]1[O:22][C:23]2[CH:29]=[CH:28][CH:27]=[CH:26][C:24]=2[N:25]=1.C(N(C(C)C)C(C)C)C. (9) Reactant: [CH2:1]([O:8][C:9]([NH:11][C:12]1[CH:32]=[CH:31][C:15]([CH2:16][C:17]2[N:22]=[C:21]([N:23]([CH3:25])[CH3:24])[C:20]([CH2:26][C:27]([O:29]C)=[O:28])=[CH:19][N:18]=2)=[CH:14][CH:13]=1)=[O:10])[C:2]1[CH:7]=[CH:6][CH:5]=[CH:4][CH:3]=1.[OH-].[Na+]. Product: [CH2:1]([O:8][C:9]([NH:11][C:12]1[CH:13]=[CH:14][C:15]([CH2:16][C:17]2[N:22]=[C:21]([N:23]([CH3:24])[CH3:25])[C:20]([CH2:26][C:27]([OH:29])=[O:28])=[CH:19][N:18]=2)=[CH:31][CH:32]=1)=[O:10])[C:2]1[CH:3]=[CH:4][CH:5]=[CH:6][CH:7]=1. The catalyst class is: 83. (10) Reactant: [CH3:1][N:2]1[C:10]2[C@@:9]3([CH3:14])[C:11]([CH3:13])([CH3:12])[C@H:6]([CH2:7][CH2:8]3)[C:5]=2[C:4](=[O:15])[NH:3]1.[I:16][C:17]1[CH:24]=[CH:23][C:20]([CH2:21]Br)=[CH:19][CH:18]=1. The catalyst class is: 9. Product: [I:16][C:17]1[CH:24]=[CH:23][C:20]([CH2:21][N:3]2[C:4](=[O:15])[C:5]3[C@H:6]4[C:11]([CH3:12])([CH3:13])[C@:9]([CH3:14])([CH2:8][CH2:7]4)[C:10]=3[N:2]2[CH3:1])=[CH:19][CH:18]=1.